From a dataset of Forward reaction prediction with 1.9M reactions from USPTO patents (1976-2016). Predict the product of the given reaction. (1) The product is: [F:19][C:18]([F:21])([F:20])[S:15]([O:1][C:2]1[CH:9]=[CH:8][C:5]([CH:6]=[O:7])=[CH:4][C:3]=1[C:10]([F:11])([F:12])[F:13])(=[O:16])=[O:14]. Given the reactants [OH:1][C:2]1[CH:9]=[CH:8][C:5]([CH:6]=[O:7])=[CH:4][C:3]=1[C:10]([F:13])([F:12])[F:11].[O:14](S(C(F)(F)F)(=O)=O)[S:15]([C:18]([F:21])([F:20])[F:19])(=O)=[O:16], predict the reaction product. (2) Given the reactants FC1C=CC2N=C([NH:9][C:10]3([CH3:29])[CH2:14][CH2:13][CH2:12][CH:11]3[NH:15][C:16](=[O:28])[C:17]3[CH:22]=[CH:21][CH:20]=[CH:19][C:18]=3[N:23]3[N:27]=[CH:26][CH:25]=[N:24]3)SC=2C=1.[Cl:32][C:33]1[S:34][C:35]2[CH:41]=[C:40]([Cl:42])[CH:39]=[CH:38][C:36]=2[N:37]=1.Cl.[NH2:44][C:45]1([CH3:64])[CH2:49][CH2:48][CH2:47][CH:46]1[NH:50][C:51](=[O:63])[C:52]1[CH:57]=[CH:56][CH:55]=[CH:54][C:53]=1[N:58]1[N:62]=[CH:61][CH:60]=[N:59]1, predict the reaction product. The product is: [ClH:32].[NH2:9][C:10]1([CH3:29])[CH2:14][CH2:13][CH2:12][CH:11]1[NH:15][C:16](=[O:28])[C:17]1[CH:22]=[CH:21][CH:20]=[CH:19][C:18]=1[N:23]1[N:24]=[CH:25][CH:26]=[N:27]1.[Cl:42][C:40]1[CH:39]=[CH:38][C:36]2[N:37]=[C:33]([NH:44][C:45]3([CH3:64])[CH2:49][CH2:48][CH2:47][CH:46]3[NH:50][C:51](=[O:63])[C:52]3[CH:57]=[CH:56][CH:55]=[CH:54][C:53]=3[N:58]3[N:59]=[CH:60][CH:61]=[N:62]3)[S:34][C:35]=2[CH:41]=1.